Dataset: Catalyst prediction with 721,799 reactions and 888 catalyst types from USPTO. Task: Predict which catalyst facilitates the given reaction. Reactant: [CH3:1][C:2]1([CH3:42])[C:10]2=[CH:11][C:12]3[NH:13][C:14]4[C:19]([C:20]=3[CH:21]=[C:9]2[C:8]2[C:3]1=[CH:4][CH:5]=[CH:6][CH:7]=2)=[CH:18][C:17]([C:22]1[CH:23]=[C:24]([C:28]2[CH:33]=[CH:32][CH:31]=[C:30]([C:34]([C:36]3[CH:41]=[CH:40][CH:39]=[CH:38][CH:37]=3)=[O:35])[CH:29]=2)[CH:25]=[CH:26][CH:27]=1)=[CH:16][CH:15]=4.Br[C:44]1[CH:49]=[CH:48][CH:47]=[CH:46][CH:45]=1.C(P(C(C)(C)C)C(C)(C)C)(C)(C)C.CC([O-])(C)C.[Na+]. Product: [CH3:1][C:2]1([CH3:42])[C:10]2=[CH:11][C:12]3[N:13]([C:44]4[CH:49]=[CH:48][CH:47]=[CH:46][CH:45]=4)[C:14]4[C:19]([C:20]=3[CH:21]=[C:9]2[C:8]2[C:3]1=[CH:4][CH:5]=[CH:6][CH:7]=2)=[CH:18][C:17]([C:22]1[CH:23]=[C:24]([C:28]2[CH:33]=[CH:32][CH:31]=[C:30]([C:34]([C:36]3[CH:41]=[CH:40][CH:39]=[CH:38][CH:37]=3)=[O:35])[CH:29]=2)[CH:25]=[CH:26][CH:27]=1)=[CH:16][CH:15]=4. The catalyst class is: 222.